This data is from Full USPTO retrosynthesis dataset with 1.9M reactions from patents (1976-2016). The task is: Predict the reactants needed to synthesize the given product. (1) Given the product [C:18]([C:22]1[CH:23]=[CH:24][C:25]([CH2:26][NH:27][C:15](=[O:16])[CH2:14][CH2:13][C:5]2[CH:6]=[CH:7][C:8]([O:9][CH2:10][C:11]#[CH:12])=[C:3]([O:2][CH3:1])[CH:4]=2)=[CH:28][CH:29]=1)([CH3:21])([CH3:19])[CH3:20], predict the reactants needed to synthesize it. The reactants are: [CH3:1][O:2][C:3]1[CH:4]=[C:5]([CH2:13][CH2:14][C:15](Cl)=[O:16])[CH:6]=[CH:7][C:8]=1[O:9][CH2:10][C:11]#[CH:12].[C:18]([C:22]1[CH:29]=[CH:28][C:25]([CH2:26][NH2:27])=[CH:24][CH:23]=1)([CH3:21])([CH3:20])[CH3:19]. (2) Given the product [CH:20](/[C:36]1[CH:41]=[CH:40][C:39]([NH:42][C:9](=[O:10])[C:8]2[CH:12]=[CH:13][C:5]([S:2]([CH3:1])(=[O:4])=[O:3])=[CH:6][CH:7]=2)=[CH:38][C:37]=1[S:43]([OH:46])(=[O:45])=[O:44])=[CH:21]\[C:22]1[CH:27]=[CH:26][C:25]([NH:28][C:50](=[O:53])[C:15]2[CH:14]=[CH:13][C:5]([S:2]([CH3:1])(=[O:4])=[O:3])=[CH:6][CH:7]=2)=[CH:24][C:23]=1[S:29]([OH:32])(=[O:30])=[O:31], predict the reactants needed to synthesize it. The reactants are: [CH3:1][S:2]([C:5]1[CH:13]=[CH:12][C:8]([C:9](O)=[O:10])=[CH:7][CH:6]=1)(=[O:4])=[O:3].[C:14](Cl)(=O)[C:15](Cl)=O.[CH:20](/[C:36]1[CH:41]=[CH:40][C:39]([NH2:42])=[CH:38][C:37]=1[S:43]([O:46]C(C)C)(=[O:45])=[O:44])=[CH:21]\[C:22]1[CH:27]=[CH:26][C:25]([NH2:28])=[CH:24][C:23]=1[S:29]([O:32]C(C)C)(=[O:31])=[O:30].[C:50](=[O:53])([O-])[O-].[K+].[K+]. (3) Given the product [ClH:10].[C:11]([Cl:10])(=[O:12])[O:9][C@@H:3]1[CH:4]2[CH2:7][CH2:8][N:1]([CH2:6][CH2:5]2)[CH2:2]1, predict the reactants needed to synthesize it. The reactants are: [N:1]12[CH2:8][CH2:7][CH:4]([CH2:5][CH2:6]1)[C@@H:3]([OH:9])[CH2:2]2.[Cl:10][C:11](OC(Cl)(Cl)Cl)=[O:12]. (4) The reactants are: [CH2:1]([N:8]1[C:16]2[CH:15]=[CH:14][N:13]=[C:12](Cl)[C:11]=2[C:10]([I:18])=[N:9]1)[C:2]1[CH:7]=[CH:6][CH:5]=[CH:4][CH:3]=1.[CH3:19][OH:20].C[O-].[Na+].O. Given the product [CH2:1]([N:8]1[C:16]2[CH:15]=[CH:14][N:13]=[C:12]([O:20][CH3:19])[C:11]=2[C:10]([I:18])=[N:9]1)[C:2]1[CH:7]=[CH:6][CH:5]=[CH:4][CH:3]=1, predict the reactants needed to synthesize it. (5) Given the product [CH2:1]([O:3][C:4]([C@H:6]1[CH2:7][CH2:8][NH:9][CH2:10][C@H:11]1[C:12]1[CH:13]=[CH:14][CH:15]=[CH:16][CH:17]=1)=[O:5])[CH3:2], predict the reactants needed to synthesize it. The reactants are: [CH2:1]([O:3][C:4]([C:6]1[CH2:7][CH2:8][N:9](CC2C=CC=CC=2)[CH2:10][C:11]=1[C:12]1[CH:17]=[CH:16][CH:15]=[CH:14][CH:13]=1)=[O:5])[CH3:2].C(O)(=O)C. (6) Given the product [CH3:1][O:2][C:3](=[O:29])[C:4]1[CH:9]=[CH:8][C:7]([CH2:10][NH:11][C:12]([O:14][C:15]([CH3:18])([CH3:16])[CH3:17])=[O:13])=[CH:6][C:5]=1[N+:26]([O-:28])=[O:27], predict the reactants needed to synthesize it. The reactants are: [CH3:1][O:2][C:3](=[O:29])[C:4]1[CH:9]=[CH:8][C:7]([CH2:10][N:11](C(OC(C)(C)C)=O)[C:12]([O:14][C:15]([CH3:18])([CH3:17])[CH3:16])=[O:13])=[CH:6][C:5]=1[N+:26]([O-:28])=[O:27].FC(F)(F)C(O)=O.C(=O)(O)[O-].[Na+]. (7) Given the product [F:10][C:11]1[C:18]([O:19][CH2:20][F:21])=[CH:17][CH:16]=[C:15]([F:22])[C:12]=1[C:13]1[N:9]=[C:7]2[CH:6]=[CH:5][CH:4]=[C:3]([O:2][CH3:1])[N:8]2[C:24]=1[NH:23][C:25]1[CH:34]=[CH:33][C:28]2[O:29][CH2:30][CH2:31][O:32][C:27]=2[CH:26]=1, predict the reactants needed to synthesize it. The reactants are: [CH3:1][O:2][C:3]1[N:8]=[C:7]([NH2:9])[CH:6]=[CH:5][CH:4]=1.[F:10][C:11]1[C:18]([O:19][CH2:20][F:21])=[CH:17][CH:16]=[C:15]([F:22])[C:12]=1[CH:13]=O.[N+:23]([C:25]1[CH:34]=[CH:33][C:28]2[O:29][CH2:30][CH2:31][O:32][C:27]=2[CH:26]=1)#[C-:24]. (8) Given the product [Cl:16][C:17]1[CH:18]=[C:19]2[C:23](=[CH:24][CH:25]=1)[NH:22][CH:21]=[C:20]2[CH2:26][CH2:27][NH:28][C:12]([C:9]1[CH:8]=[C:7]([CH2:6][Cl:15])[O:11][N:10]=1)=[O:14], predict the reactants needed to synthesize it. The reactants are: S(Cl)(Cl)=O.O[CH2:6][C:7]1[O:11][N:10]=[C:9]([C:12]([OH:14])=O)[CH:8]=1.[ClH:15].[Cl:16][C:17]1[CH:18]=[C:19]2[C:23](=[CH:24][CH:25]=1)[NH:22][CH:21]=[C:20]2[CH2:26][CH2:27][NH2:28].C(N(CC)CC)C. (9) The reactants are: [NH2:1][CH2:2][CH2:3][CH2:4][N:5]([CH3:17])[S:6]([C:9]1[CH:14]=[CH:13][CH:12]=[CH:11][C:10]=1[C:15]#[N:16])(=[O:8])=[O:7].[S:18]1[C:22]2[CH:23]=[CH:24][CH:25]=[CH:26][C:21]=2[CH:20]=[C:19]1[C:27]([NH:29][C@H:30]([C:35](O)=[O:36])[CH2:31][CH:32]([CH3:34])[CH3:33])=[O:28].C1C=C2C(N(O)N=NC2=CC=1)=O.CN1CCOCC1.CCN=C=NCCCN(C)C.Cl. Given the product [C:15]([C:10]1[CH:11]=[CH:12][CH:13]=[CH:14][C:9]=1[S:6]([N:5]([CH3:17])[CH2:4][CH2:3][CH2:2][NH:1][C:35]([C@@H:30]([NH:29][C:27]([C:19]1[S:18][C:22]2[CH:23]=[CH:24][CH:25]=[CH:26][C:21]=2[CH:20]=1)=[O:28])[CH2:31][CH:32]([CH3:34])[CH3:33])=[O:36])(=[O:8])=[O:7])#[N:16], predict the reactants needed to synthesize it. (10) The reactants are: C(O)C.C(O[C:7](=[NH:37])[C:8]1[CH:36]=[CH:35][C:11]([O:12][CH2:13][CH2:14][CH2:15][CH:16]2[CH2:21][CH2:20][N:19]([CH2:22][CH2:23][CH2:24][O:25][C:26]3[CH:34]=[CH:33][C:29]([C:30](=[NH:32])[O-:31])=[CH:28][CH:27]=3)[CH2:18][CH2:17]2)=[CH:10][CH:9]=1)C.Cl.[CH2:39]([O:41][NH2:42])[CH3:40].[OH-].[Na+]. Given the product [NH2:37][C:7](=[N:42][O:41][CH2:39][CH3:40])[C:8]1[CH:9]=[CH:10][C:11]([O:12][CH2:13][CH2:14][CH2:15][CH:16]2[CH2:21][CH2:20][N:19]([CH2:22][CH2:23][CH2:24][O:25][C:26]3[CH:34]=[CH:33][C:29]([C:30]([NH2:32])=[O:31])=[CH:28][CH:27]=3)[CH2:18][CH2:17]2)=[CH:35][CH:36]=1, predict the reactants needed to synthesize it.